From a dataset of Catalyst prediction with 721,799 reactions and 888 catalyst types from USPTO. Predict which catalyst facilitates the given reaction. Reactant: [NH:1]1[C:9]2[C:4](=[CH:5][CH:6]=[CH:7][CH:8]=2)[C:3]([C:10](=[O:27])[CH:11]([NH:18][C:19]2[CH:24]=[CH:23][CH:22]=[C:21]([O:25][CH3:26])[CH:20]=2)[C:12]2[CH:17]=[CH:16][CH:15]=[CH:14][CH:13]=2)=[CH:2]1.C(N(CC)CC)C.[Cl:35][CH2:36][C:37](Cl)=[O:38]. Product: [NH:1]1[C:9]2[C:4](=[CH:5][CH:6]=[CH:7][CH:8]=2)[C:3]([C:10](=[O:27])[CH:11]([N:18]([C:19]2[CH:24]=[CH:23][CH:22]=[C:21]([O:25][CH3:26])[CH:20]=2)[C:37](=[O:38])[CH2:36][Cl:35])[C:12]2[CH:13]=[CH:14][CH:15]=[CH:16][CH:17]=2)=[CH:2]1. The catalyst class is: 4.